This data is from Forward reaction prediction with 1.9M reactions from USPTO patents (1976-2016). The task is: Predict the product of the given reaction. Given the reactants [CH3:1][O:2][C:3]1[CH:4]=[C:5]2[C:10](=[CH:11][CH:12]=1)[N:9]=[CH:8][CH:7]=[C:6]2[CH:13]1[CH2:15][O:14]1.[C:16]([O:20][C:21]([CH:23]1[CH2:29][CH2:28][NH:27][CH2:26][CH2:25][NH:24]1)=[O:22])([CH3:19])([CH3:18])[CH3:17].Cl([O-])(=O)(=O)=O.[Li+].C(=O)([O-])[O-].[K+].[K+], predict the reaction product. The product is: [C:16]([O:20][C:21]([CH:23]1[CH2:29][CH2:28][N:27]([CH2:15][CH:13]([OH:14])[C:6]2[C:5]3[C:10](=[CH:11][CH:12]=[C:3]([O:2][CH3:1])[CH:4]=3)[N:9]=[CH:8][CH:7]=2)[CH2:26][CH2:25][NH:24]1)=[O:22])([CH3:19])([CH3:17])[CH3:18].